Dataset: Forward reaction prediction with 1.9M reactions from USPTO patents (1976-2016). Task: Predict the product of the given reaction. (1) The product is: [CH3:21][O:20][C:17]1[CH:18]=[CH:19][C:14]([C:13]2[N:9]([C:6]3[CH:7]=[CH:8][C:3]([O:2][CH3:1])=[CH:4][CH:5]=3)[N:10]=[C:11]([O:22][CH2:30][C:31]([F:34])([F:33])[F:32])[N:12]=2)=[CH:15][N:16]=1. Given the reactants [CH3:1][O:2][C:3]1[CH:8]=[CH:7][C:6]([N:9]2[C:13]([C:14]3[CH:15]=[N:16][C:17]([O:20][CH3:21])=[CH:18][CH:19]=3)=[N:12][C:11]([OH:22])=[N:10]2)=[CH:5][CH:4]=1.C(=O)([O-])[O-].[K+].[K+].I[CH2:30][C:31]([F:34])([F:33])[F:32].C(OCC)(=O)C, predict the reaction product. (2) Given the reactants ClC1C(CN2C(=O)N3C=CC(C4C=CC(Cl)=CC=4)=C(C4C=CN=CC=4)C3=N2)=CC=C(C(F)(F)F)N=1.[OH-].[NH4+].[Cl:38][C:39]1[CH:44]=[CH:43][C:42]([C:45]2[CH:50]=[CH:49][N:48]3[C:51](=[O:67])[N:52]([CH2:54][C:55]4[C:56]([NH:65]C)=[N:57][C:58]([C:61]([F:64])([F:63])[F:62])=[CH:59][CH:60]=4)[N:53]=[C:47]3[C:46]=2[C:68]2[CH:73]=[CH:72][N:71]=[CH:70][CH:69]=2)=[CH:41][CH:40]=1, predict the reaction product. The product is: [NH2:65][C:56]1[C:55]([CH2:54][N:52]2[C:51](=[O:67])[N:48]3[CH:49]=[CH:50][C:45]([C:42]4[CH:43]=[CH:44][C:39]([Cl:38])=[CH:40][CH:41]=4)=[C:46]([C:68]4[CH:73]=[CH:72][N:71]=[CH:70][CH:69]=4)[C:47]3=[N:53]2)=[CH:60][CH:59]=[C:58]([C:61]([F:64])([F:63])[F:62])[N:57]=1. (3) Given the reactants Cl[C:2]1[C:11]2[C:6](=[CH:7][C:8]([F:18])=[C:9]([N:12]3[CH2:17][CH2:16][O:15][CH2:14][CH2:13]3)[CH:10]=2)[N:5]=[C:4]([CH:19]=[CH:20][C:21]2[O:22][C:23]([N+:26]([O-:28])=[O:27])=[CH:24][CH:25]=2)[N:3]=1.[NH2:29][C:30]1[CH:35]=[CH:34][C:33]([OH:36])=[CH:32][CH:31]=1.O, predict the reaction product. The product is: [F:18][C:8]1[CH:7]=[C:6]2[C:11]([C:2]([NH:29][C:30]3[CH:35]=[CH:34][C:33]([OH:36])=[CH:32][CH:31]=3)=[N:3][C:4]([CH:19]=[CH:20][C:21]3[O:22][C:23]([N+:26]([O-:28])=[O:27])=[CH:24][CH:25]=3)=[N:5]2)=[CH:10][C:9]=1[N:12]1[CH2:17][CH2:16][O:15][CH2:14][CH2:13]1. (4) Given the reactants [CH3:1][C:2]1[C:6]2[C:7]([CH:11]=[CH2:12])=[CH:8][CH:9]=[CH:10][C:5]=2[O:4][C:3]=1[C:13]([NH:15][C:16]1[CH:21]=[CH:20][C:19]([C:22]2[CH:27]=[CH:26][C:25]([S:28]([NH:31][C@H:32]([C:36]([O:38][CH3:39])=[O:37])[CH:33]([CH3:35])[CH3:34])(=[O:30])=[O:29])=[CH:24][CH:23]=2)=[CH:18][CH:17]=1)=[O:14].[C:40](=O)([O-])[O-].[K+].[K+].IC, predict the reaction product. The product is: [CH3:40][N:31]([S:28]([C:25]1[CH:26]=[CH:27][C:22]([C:19]2[CH:18]=[CH:17][C:16]([NH:15][C:13]([C:3]3[O:4][C:5]4[CH:10]=[CH:9][CH:8]=[C:7]([CH:11]=[CH2:12])[C:6]=4[C:2]=3[CH3:1])=[O:14])=[CH:21][CH:20]=2)=[CH:23][CH:24]=1)(=[O:30])=[O:29])[C@H:32]([C:36]([O:38][CH3:39])=[O:37])[CH:33]([CH3:35])[CH3:34]. (5) Given the reactants C[N:2]([CH:4]=[C:5]1[CH2:11][CH2:10][CH2:9][C:8]2[CH:12]=[C:13]([N:16]3[CH2:20][C@H:19]([CH2:21][O:22][C:23]4[CH:28]=[CH:27][CH:26]=[CH:25][N:24]=4)[O:18][C:17]3=[O:29])[CH:14]=[CH:15][C:7]=2[C:6]1=O)C.O.[NH2:32]N, predict the reaction product. The product is: [N:24]1[CH:25]=[CH:26][CH:27]=[CH:28][C:23]=1[O:22][CH2:21][C@@H:19]1[O:18][C:17](=[O:29])[N:16]([C:13]2[CH:14]=[CH:15][C:7]3[C:6]4[NH:32][N:2]=[CH:4][C:5]=4[CH2:11][CH2:10][CH2:9][C:8]=3[CH:12]=2)[CH2:20]1.